Dataset: Reaction yield outcomes from USPTO patents with 853,638 reactions. Task: Predict the reaction yield, written as a fraction of the theoretical maximum amount of product (1.0 means a 100% yield; for example, 0.34 means a 34% yield). (1) The reactants are C[O:2][C:3](=[O:27])[C:4]1[CH:9]=[CH:8][C:7]([C:10]#[C:11][C:12]#[C:13][C:14]2[S:18][C:17]([NH:19][C:20]([O:22][C:23]([CH3:26])([CH3:25])[CH3:24])=[O:21])=[N:16][CH:15]=2)=[CH:6][CH:5]=1.Cl. The catalyst is C1COCC1.CO.[OH-].[Na+]. The product is [C:23]([O:22][C:20]([NH:19][C:17]1[S:18][C:14]([C:13]#[C:12][C:11]#[C:10][C:7]2[CH:6]=[CH:5][C:4]([C:3]([OH:27])=[O:2])=[CH:9][CH:8]=2)=[CH:15][N:16]=1)=[O:21])([CH3:26])([CH3:24])[CH3:25]. The yield is 0.710. (2) The reactants are [Cl-].O[NH3+:3].[C:4](=[O:7])([O-])[OH:5].[Na+].CS(C)=O.[OH:13][C:14]([C:17]1([O:20][C@H:21]2[CH2:26][CH2:25][C@H:24]([N:27]3[C:32](=[O:33])[C:31]([CH2:34][C:35]4[CH:40]=[CH:39][C:38]([C:41]5[C:42]([C:47]#[N:48])=[CH:43][CH:44]=[CH:45][CH:46]=5)=[CH:37][CH:36]=4)=[C:30]([CH2:49][CH2:50][CH3:51])[N:29]4[N:52]=[CH:53][N:54]=[C:28]34)[CH2:23][CH2:22]2)[CH2:19][CH2:18]1)([CH3:16])[CH3:15]. The catalyst is O.C(OCC)(=O)C. The product is [OH:13][C:14]([C:17]1([O:20][C@H:21]2[CH2:22][CH2:23][C@H:24]([N:27]3[C:32](=[O:33])[C:31]([CH2:34][C:35]4[CH:36]=[CH:37][C:38]([C:41]5[CH:46]=[CH:45][CH:44]=[CH:43][C:42]=5[C:47]5[NH:3][C:4](=[O:7])[O:5][N:48]=5)=[CH:39][CH:40]=4)=[C:30]([CH2:49][CH2:50][CH3:51])[N:29]4[N:52]=[CH:53][N:54]=[C:28]34)[CH2:25][CH2:26]2)[CH2:18][CH2:19]1)([CH3:16])[CH3:15]. The yield is 0.450. (3) The reactants are Br[C:2]12[CH2:11][CH:6]3[CH2:7][CH:8]([CH2:10][CH:4]([CH2:5]3)[CH2:3]1)[CH2:9]2.[Cl:12][C:13]1[CH:18]=[CH:17][CH:16]=[CH:15][C:14]=1[O:19][CH3:20]. No catalyst specified. The product is [Cl:12][C:13]1[CH:18]=[C:17]([C:2]23[CH2:11][CH:6]4[CH2:7][CH:8]([CH2:10][CH:4]([CH2:5]4)[CH2:3]2)[CH2:9]3)[CH:16]=[CH:15][C:14]=1[O:19][CH3:20]. The yield is 0.844.